Dataset: Reaction yield outcomes from USPTO patents with 853,638 reactions. Task: Predict the reaction yield, written as a fraction of the theoretical maximum amount of product (1.0 means a 100% yield; for example, 0.34 means a 34% yield). (1) The reactants are O=C1C2C(=CC=CC=2)[C:4](=[O:11])[N:3]1[CH2:12][C:13]1[CH:20]=[C:19]([CH3:21])[C:16]([C:17]#[N:18])=[C:15]([O:22][CH3:23])[N:14]=1.O.NN.[CH3:27][C:28]([O:31]C(OC([O:31][C:28]([CH3:30])([CH3:29])[CH3:27])=O)=O)([CH3:30])[CH3:29]. The catalyst is C(O)C. The product is [C:17]([C:16]1[C:19]([CH3:21])=[CH:20][C:13]([CH2:12][NH:3][C:4](=[O:11])[O:31][C:28]([CH3:30])([CH3:29])[CH3:27])=[N:14][C:15]=1[O:22][CH3:23])#[N:18]. The yield is 0.749. (2) The reactants are [O:1]=[C:2]1[NH:11][C:10]2[C:5](=[CH:6][CH:7]=[C:8]([C:12]([C:14]3[CH:22]=[CH:21][CH:20]=[CH:19][C:15]=3[C:16]([OH:18])=O)=[O:13])[CH:9]=2)[NH:4][CH2:3]1.C1C=NC2N(O)N=NC=2C=1.CN(C(ON1N=NC2C=CC=NC1=2)=[N+](C)C)C.F[P-](F)(F)(F)(F)F.CN1CCOCC1.[Cl:64][C:65]1[CH:66]=[C:67]([CH:69]=[CH:70][CH:71]=1)[NH2:68]. The catalyst is CN(C)C=O. The product is [Cl:64][C:65]1[CH:66]=[C:67]([N:68]2[C:16](=[O:18])[C:15]3[C:14](=[CH:22][CH:21]=[CH:20][CH:19]=3)[C:12]2([C:8]2[CH:9]=[C:10]3[C:5]([NH:4][CH2:3][C:2](=[O:1])[NH:11]3)=[CH:6][CH:7]=2)[OH:13])[CH:69]=[CH:70][CH:71]=1. The yield is 0.390. (3) The reactants are C([Li])CCC.[CH3:6][C:7]1[NH:8][CH:9]=[C:10]([C:12]2[CH:17]=[CH:16][CH:15]=[CH:14][CH:13]=2)[CH:11]=1.Cl[C:19]([O:21][CH2:22][CH3:23])=[O:20]. The catalyst is O1CCCC1. The product is [CH3:6][C:7]1[N:8]([C:19]([O:21][CH2:22][CH3:23])=[O:20])[CH:9]=[C:10]([C:12]2[CH:13]=[CH:14][CH:15]=[CH:16][CH:17]=2)[CH:11]=1. The yield is 0.860. (4) The reactants are [Br:1][C:2]1[CH:3]=[C:4]([N+:14]([O-:16])=[O:15])[C:5]2[N:9]=[C:8]([CH2:10]Cl)[N:7]([CH3:12])[C:6]=2[CH:13]=1.[I-].[K+].[C:19]([O-:22])(=[O:21])[CH3:20].[K+].O. The catalyst is CC(C)=O. The product is [C:19]([O:22][CH2:10][C:8]1[N:7]([CH3:12])[C:6]2[CH:13]=[C:2]([Br:1])[CH:3]=[C:4]([N+:14]([O-:16])=[O:15])[C:5]=2[N:9]=1)(=[O:21])[CH3:20]. The yield is 0.740. (5) The catalyst is O1CCCC1.C(OCC)(=O)C. The reactants are CC(C)([O-])C.[K+].[CH3:7][C:8]1[CH:13]=[CH:12][N:11]=[CH:10][C:9]=1[NH2:14].[C:15](=O)([O:18]C)[O:16][CH3:17].O. The product is [CH3:7][C:8]1[CH:13]=[CH:12][N:11]=[CH:10][C:9]=1[NH:14][C:15](=[O:18])[O:16][CH3:17]. The yield is 0.740. (6) The reactants are [F:1][C:2]1[CH:7]=[C:6](F)[CH:5]=[CH:4][C:3]=1[N+:9]([O-:11])=[O:10].[CH:12]1([C:15]2[C:16]([NH:35][S:36]([CH3:39])(=[O:38])=[O:37])=[CH:17][C:18]3[O:22][C:21]([C:23]4[CH:28]=[CH:27][C:26]([F:29])=[CH:25][CH:24]=4)=[C:20]([C:30]([NH:32][CH3:33])=[O:31])[C:19]=3[CH:34]=2)[CH2:14][CH2:13]1.C(=O)([O-])[O-].[K+].[K+]. The catalyst is C(COC)OC.O. The product is [CH:12]1([C:15]2[C:16]([N:35]([C:6]3[CH:5]=[CH:4][C:3]([N+:9]([O-:11])=[O:10])=[C:2]([F:1])[CH:7]=3)[S:36]([CH3:39])(=[O:38])=[O:37])=[CH:17][C:18]3[O:22][C:21]([C:23]4[CH:28]=[CH:27][C:26]([F:29])=[CH:25][CH:24]=4)=[C:20]([C:30]([NH:32][CH3:33])=[O:31])[C:19]=3[CH:34]=2)[CH2:14][CH2:13]1. The yield is 0.290. (7) The reactants are [Cl:1][C:2]1[N:7]=[C:6](Cl)[C:5]([Cl:9])=[CH:4][N:3]=1.[NH2:10][C:11]1[CH:21]=[CH:20][CH:19]=[CH:18][C:12]=1[C:13]([O:15][CH2:16][CH3:17])=[O:14].C(N(C(C)C)CC)(C)C. The catalyst is C(O)C. The product is [Cl:1][C:2]1[N:7]=[C:6]([NH:10][C:11]2[CH:21]=[CH:20][CH:19]=[CH:18][C:12]=2[C:13]([O:15][CH2:16][CH3:17])=[O:14])[C:5]([Cl:9])=[CH:4][N:3]=1. The yield is 0.750.